From a dataset of Catalyst prediction with 721,799 reactions and 888 catalyst types from USPTO. Predict which catalyst facilitates the given reaction. Reactant: Cl.Cl.[C:3]1([CH2:9][O:10][NH:11][CH:12]2[C:21]3[C:16](=[CH:17][CH:18]=[CH:19][CH:20]=3)[NH:15][NH:14][CH2:13]2)[CH:8]=[CH:7][CH:6]=[CH:5][CH:4]=1.C(N(CC)CC)C.[O:29]=[C:30](Cl)OC(Cl)(Cl)Cl.CN(C1C=CC=CN=1)C. The catalyst class is: 10. Product: [C:3]1([CH2:9][O:10][N:11]2[CH:12]3[CH2:13][N:14]([NH:15][C:16]4[CH:17]=[CH:18][CH:19]=[CH:20][C:21]=43)[C:30]2=[O:29])[CH:4]=[CH:5][CH:6]=[CH:7][CH:8]=1.